Dataset: Full USPTO retrosynthesis dataset with 1.9M reactions from patents (1976-2016). Task: Predict the reactants needed to synthesize the given product. (1) Given the product [NH2:11][C:7]1[CH:6]=[C:5]2[C:10]([C:2]([CH3:15])([CH3:1])[NH:3][C:4]2=[O:14])=[CH:9][CH:8]=1, predict the reactants needed to synthesize it. The reactants are: [CH3:1][C:2]1([CH3:15])[C:10]2[C:5](=[CH:6][C:7]([N+:11]([O-])=O)=[CH:8][CH:9]=2)[C:4](=[O:14])[NH:3]1.[H][H]. (2) The reactants are: [CH:1]1([CH:7]([NH:32]C(OC(C)(C)C)=O)[CH2:8][CH2:9][N:10]2[CH2:15][CH2:14][CH:13]([N:16]([CH2:30][CH3:31])[C:17](=[O:29])[CH2:18][C:19]3[CH:24]=[CH:23][C:22]([S:25]([CH3:28])(=[O:27])=[O:26])=[CH:21][CH:20]=3)[CH2:12][CH2:11]2)[CH2:6][CH2:5][CH2:4][CH2:3][CH2:2]1. Given the product [CH:1]1([CH:7]([NH2:32])[CH2:8][CH2:9][N:10]2[CH2:11][CH2:12][CH:13]([N:16]([CH2:30][CH3:31])[C:17](=[O:29])[CH2:18][C:19]3[CH:24]=[CH:23][C:22]([S:25]([CH3:28])(=[O:26])=[O:27])=[CH:21][CH:20]=3)[CH2:14][CH2:15]2)[CH2:6][CH2:5][CH2:4][CH2:3][CH2:2]1, predict the reactants needed to synthesize it. (3) Given the product [F:26][C:25]([F:28])([F:27])[C:21]1[CH:20]=[C:19]([CH:24]=[CH:23][CH:22]=1)[C:18]([NH:17][C:13]1[CH:12]=[C:11]([CH:16]=[CH:15][CH:14]=1)[O:10][C:7]1[CH:8]=[CH:9][C:4]2[N:5]([CH:30]=[C:2]([NH:1][C:43]([CH:40]3[CH2:41][CH2:42][NH:38][CH2:39]3)=[O:44])[N:3]=2)[N:6]=1)=[O:29], predict the reactants needed to synthesize it. The reactants are: [NH2:1][C:2]1[N:3]=[C:4]2[CH:9]=[CH:8][C:7]([O:10][C:11]3[CH:12]=[C:13]([NH:17][C:18](=[O:29])[C:19]4[CH:24]=[CH:23][CH:22]=[C:21]([C:25]([F:28])([F:27])[F:26])[CH:20]=4)[CH:14]=[CH:15][CH:16]=3)=[N:6][N:5]2[CH:30]=1.C(OC([N:38]1[CH2:42][CH2:41][CH:40]([C:43](O)=[O:44])[CH2:39]1)=O)(C)(C)C.Cl.CN(C)CCCN=C=NCC.ON1C2C=CC=CC=2N=N1.[Cl-].[NH4+].FC(F)(F)C(O)=O.C(=O)([O-])O.[Na+]. (4) The reactants are: [Cl:1][C:2]1[N:6]2[CH:7]=[C:8]([C:15]3[CH:16]=[N:17][NH:18][CH:19]=3)[CH:9]=[C:10]([C:11]([F:14])([F:13])[F:12])[C:5]2=[N:4][C:3]=1[C:20]([OH:22])=O.[NH:23]1[CH2:28][CH2:27][CH:26]([N:29]2[CH2:33][CH2:32][NH:31][C:30]2=[O:34])[CH2:25][CH2:24]1.CCN(C(C)C)C(C)C.CN(C(ON1N=NC2C=CC=NC1=2)=[N+](C)C)C.F[P-](F)(F)(F)(F)F. Given the product [Cl:1][C:2]1[N:6]2[CH:7]=[C:8]([C:15]3[CH:16]=[N:17][NH:18][CH:19]=3)[CH:9]=[C:10]([C:11]([F:12])([F:14])[F:13])[C:5]2=[N:4][C:3]=1[C:20]([N:23]1[CH2:24][CH2:25][CH:26]([N:29]2[CH2:33][CH2:32][NH:31][C:30]2=[O:34])[CH2:27][CH2:28]1)=[O:22], predict the reactants needed to synthesize it. (5) Given the product [CH3:1][O:2][C:3]1[CH:4]=[C:5]2[C:10](=[CH:11][C:12]=1[O:13][CH3:14])[N:9]=[CH:8][CH:7]=[C:6]2[O:15][C:16]1[CH:21]=[CH:20][C:19]([CH3:22])=[CH:18][C:17]=1[CH:23]([OH:36])[CH2:24][CH2:25][CH2:26][CH2:27][CH2:28][CH2:29][CH2:30][CH2:31][CH2:32][OH:33], predict the reactants needed to synthesize it. The reactants are: [CH3:1][O:2][C:3]1[CH:4]=[C:5]2[C:10](=[CH:11][C:12]=1[O:13][CH3:14])[N:9]=[CH:8][CH:7]=[C:6]2[O:15][C:16]1[CH:21]=[CH:20][C:19]([CH3:22])=[CH:18][C:17]=1[C:23](=[O:36])[CH2:24][CH2:25][CH2:26][CH2:27][CH2:28][CH2:29][CH2:30][CH2:31][C:32](OC)=[O:33].[H-].C([Al+]CC(C)C)C(C)C.O. (6) Given the product [CH2:1]([C@@H:8]([C:9]([N:40]([C:37]1[S:38][CH:39]=[C:35]([C:30]2[CH:31]=[CH:32][CH:33]=[CH:34][C:29]=2[C:26]2[CH:25]=[CH:24][C:23]([CH:20]([CH3:22])[CH3:21])=[CH:28][CH:27]=2)[N:36]=1)[CH3:41])=[O:11])[CH2:12][C:13]([OH:15])=[O:14])[C:2]1[CH:3]=[CH:4][CH:5]=[CH:6][CH:7]=1, predict the reactants needed to synthesize it. The reactants are: [CH2:1]([C@H:8]([CH2:12][C:13]([O:15]C(C)(C)C)=[O:14])[C:9]([OH:11])=O)[C:2]1[CH:7]=[CH:6][CH:5]=[CH:4][CH:3]=1.[CH:20]([C:23]1[CH:28]=[CH:27][C:26]([C:29]2[CH:34]=[CH:33][CH:32]=[CH:31][C:30]=2[C:35]2[N:36]=[C:37]([NH:40][CH3:41])[S:38][CH:39]=2)=[CH:25][CH:24]=1)([CH3:22])[CH3:21]. (7) Given the product [C:1]1([CH:8]=[CH:7][CH:6]=[C:4]([OH:5])[CH:3]=1)[OH:2].[CH2:9]=[O:10], predict the reactants needed to synthesize it. The reactants are: [C:1]1([CH:8]=[CH:7][CH:6]=[C:4]([OH:5])[CH:3]=1)[OH:2].[CH2:9]=[O:10].[OH-].[Na+].[OH-].[K+]. (8) Given the product [F:15][C:16]([F:29])([F:28])[S:17]([O:14][C:13]1[CH2:12][CH2:11][CH2:10][CH2:9][CH2:8][C:7]=1[C:5]([O:4][CH3:3])=[O:6])(=[O:19])=[O:18], predict the reactants needed to synthesize it. The reactants are: [H-].[Na+].[CH3:3][O:4][C:5]([CH:7]1[C:13](=[O:14])[CH2:12][CH2:11][CH2:10][CH2:9][CH2:8]1)=[O:6].[F:15][C:16]([F:29])([F:28])[S:17](O[S:17]([C:16]([F:29])([F:28])[F:15])(=[O:19])=[O:18])(=[O:19])=[O:18].[Cl-].[NH4+].